From a dataset of Catalyst prediction with 721,799 reactions and 888 catalyst types from USPTO. Predict which catalyst facilitates the given reaction. (1) Reactant: CC(C)([O-])C.[Na+].[CH2:7]([O:9][C:10](=[O:21])[CH:11]([NH:17][C:18](=[O:20])[CH3:19])[C:12]([O:14][CH2:15][CH3:16])=[O:13])[CH3:8].CN(C=O)C.Br[CH2:28][C:29]1[CH:34]=[CH:33][C:32]([C:35]2[S:36][C:37]3[C:42]([N:43]=2)=[CH:41][CH:40]=[C:39]([C:44]2([C:47]4[CH:52]=[CH:51][CH:50]=[CH:49][CH:48]=4)[CH2:46][CH2:45]2)[N:38]=3)=[C:31]([F:53])[CH:30]=1. Product: [C:18]([NH:17][C:11]([CH2:28][C:29]1[CH:34]=[CH:33][C:32]([C:35]2[S:36][C:37]3[C:42]([N:43]=2)=[CH:41][CH:40]=[C:39]([C:44]2([C:47]4[CH:48]=[CH:49][CH:50]=[CH:51][CH:52]=4)[CH2:45][CH2:46]2)[N:38]=3)=[C:31]([F:53])[CH:30]=1)([C:10]([O:9][CH2:7][CH3:8])=[O:21])[C:12]([O:14][CH2:15][CH3:16])=[O:13])(=[O:20])[CH3:19]. The catalyst class is: 49. (2) Reactant: [NH:1]1[CH:5]=[C:4]([C:6]2[CH:7]=[N:8][CH:9]=[CH:10][CH:11]=2)[N:3]=[CH:2]1.[H-].[Na+].I[CH2:15][CH3:16].Cl. Product: [CH2:15]([N:1]1[CH:5]=[C:4]([C:6]2[CH:7]=[N:8][CH:9]=[CH:10][CH:11]=2)[N:3]=[CH:2]1)[CH3:16]. The catalyst class is: 20.